Dataset: Full USPTO retrosynthesis dataset with 1.9M reactions from patents (1976-2016). Task: Predict the reactants needed to synthesize the given product. (1) The reactants are: [CH2:1]([O:8][C:9]1[CH:14]=[CH:13][C:12]([CH2:15][C:16]#[N:17])=[CH:11][CH:10]=1)[C:2]1[CH:7]=[CH:6][CH:5]=[CH:4][CH:3]=1.CO.[OH-].[Na+].[C:22]1(=[O:28])[CH2:27][CH2:26][CH2:25][CH2:24][CH2:23]1. Given the product [C:16]([CH:15]([C:12]1[CH:11]=[CH:10][C:9]([O:8][CH2:1][C:2]2[CH:3]=[CH:4][CH:5]=[CH:6][CH:7]=2)=[CH:14][CH:13]=1)[C:22]1([OH:28])[CH2:27][CH2:26][CH2:25][CH2:24][CH2:23]1)#[N:17], predict the reactants needed to synthesize it. (2) Given the product [O:9]=[C:1]1[C:2]2[C:3](=[CH:5][CH:6]=[CH:7][CH:8]=2)[N:4]=[C:11]([C:13]2[CH:23]=[CH:22][C:16]([O:17][CH2:18][C:19]([NH2:21])=[O:20])=[CH:15][CH:14]=2)[NH:10]1, predict the reactants needed to synthesize it. The reactants are: [C:1]([NH2:10])(=[O:9])[C:2]1[C:3](=[CH:5][CH:6]=[CH:7][CH:8]=1)[NH2:4].[CH:11]([C:13]1[CH:23]=[CH:22][C:16]([O:17][CH2:18][C:19]([NH2:21])=[O:20])=[CH:15][CH:14]=1)=O.COC1C=C(OC)C=C2C=1C(=O)NC(C1C=CC=CN=1)=N2.